Task: Predict the reactants needed to synthesize the given product.. Dataset: Full USPTO retrosynthesis dataset with 1.9M reactions from patents (1976-2016) (1) Given the product [CH3:23][S:24]([N:17]1[C:16]2[CH:22]=[C:12]([C:10]3[N:11]=[C:7]([C:1]4[CH:2]=[CH:3][CH:4]=[CH:5][CH:6]=4)[S:8][CH:9]=3)[CH:13]=[CH:14][C:15]=2[O:20][CH2:19][C:18]1=[O:21])(=[O:26])=[O:25], predict the reactants needed to synthesize it. The reactants are: [C:1]1([C:7]2[S:8][CH:9]=[C:10]([C:12]3[CH:13]=[CH:14][C:15]4[O:20][CH2:19][C:18](=[O:21])[NH:17][C:16]=4[CH:22]=3)[N:11]=2)[CH:6]=[CH:5][CH:4]=[CH:3][CH:2]=1.[CH3:23][S:24](Cl)(=[O:26])=[O:25]. (2) Given the product [CH2:1]([N:3]([CH:29]1[CH2:30][CH2:31][O:32][CH2:33][CH2:34]1)[C:4]1[C:9]2[CH2:10][CH:11]=[CH:12][CH2:13][CH2:14][CH2:15][C:16]3[CH:25]=[C:24]([CH3:26])[CH2:23][C:22](=[O:27])[C:17]=3[CH2:18][NH:19][C:20](=[O:21])[C:8]=2[CH:7]=[N:6][CH:5]=1)[CH3:2], predict the reactants needed to synthesize it. The reactants are: [CH2:1]([N:3]([CH:29]1[CH2:34][CH2:33][O:32][CH2:31][CH2:30]1)[C:4]1[C:9]2[CH2:10][CH:11]=[CH:12][CH2:13][CH2:14][CH2:15][C:16]3[CH:25]=[C:24]([CH3:26])[CH:23]=[C:22]([O:27]C)[C:17]=3[CH2:18][NH:19][C:20](=[O:21])[C:8]=2[CH:7]=[N:6][CH:5]=1)[CH3:2].FC(F)(F)C([O-])=O.Cl. (3) Given the product [C:19]1([CH3:22])[CH:18]=[CH:17][C:16]([O:15][C:12]2[CH:11]=[CH:10][CH:9]=[C:8]3[C:13]=2[CH:14]=[C:6]([C:4]([OH:5])=[O:3])[NH:7]3)=[CH:21][CH:20]=1, predict the reactants needed to synthesize it. The reactants are: C([O:3][C:4]([C:6]1[NH:7][C:8]2[C:13]([CH:14]=1)=[C:12]([O:15][C:16]1[CH:21]=[CH:20][C:19]([CH3:22])=[CH:18][CH:17]=1)[CH:11]=[CH:10][CH:9]=2)=[O:5])C.[Li+].[OH-]. (4) Given the product [CH3:1][O:2][C:3]([C:5]1([CH2:17][CH2:18][CH2:19][NH:20][CH2:21][C:22]2[CH:23]=[CH:24][CH:25]=[CH:26][CH:27]=2)[CH2:9][CH2:8][CH2:7][NH:6]1)=[O:4], predict the reactants needed to synthesize it. The reactants are: [CH3:1][O:2][C:3]([C:5]1([CH2:17][CH2:18][CH2:19][NH:20][CH2:21][C:22]2[CH:27]=[CH:26][CH:25]=[CH:24][CH:23]=2)[CH2:9][CH2:8][CH2:7][N:6]1C(OC(C)(C)C)=O)=[O:4].Cl.C(OCC)(=O)C. (5) Given the product [CH3:29][S:30]([O:19][CH2:18][CH2:17][CH2:16][N:6]1[C:5]([O:20][CH3:21])=[N:4][C:3]2[C:7]1=[N:8][C:9]([O:11][CH2:12][CH2:13][CH2:14][CH3:15])=[N:10][C:2]=2[NH2:1])(=[O:32])=[O:31], predict the reactants needed to synthesize it. The reactants are: [NH2:1][C:2]1[N:10]=[C:9]([O:11][CH2:12][CH2:13][CH2:14][CH3:15])[N:8]=[C:7]2[C:3]=1[N:4]=[C:5]([O:20][CH3:21])[N:6]2[CH2:16][CH2:17][CH2:18][OH:19].C(N(CC)CC)C.[CH3:29][S:30](Cl)(=[O:32])=[O:31].O. (6) Given the product [CH2:1]([O:4][C:5]1([CH3:34])[CH2:10][CH2:9][N:8]([C:11]2[N:16]3[N:17]=[C:18]([CH:20]=[O:21])[CH:19]=[C:15]3[N:14]=[C:13]([CH3:22])[C:12]=2[C@H:23]([O:29][C:30]([CH3:33])([CH3:32])[CH3:31])[C:24]([O:26][CH2:27][CH3:28])=[O:25])[CH2:7][CH2:6]1)[CH:2]=[CH2:3], predict the reactants needed to synthesize it. The reactants are: [CH2:1]([O:4][C:5]1([CH3:34])[CH2:10][CH2:9][N:8]([C:11]2[N:16]3[N:17]=[C:18]([CH2:20][OH:21])[CH:19]=[C:15]3[N:14]=[C:13]([CH3:22])[C:12]=2[C@H:23]([O:29][C:30]([CH3:33])([CH3:32])[CH3:31])[C:24]([O:26][CH2:27][CH3:28])=[O:25])[CH2:7][CH2:6]1)[CH:2]=[CH2:3].CC(OI1(OC(C)=O)(OC(C)=O)OC(=O)C2C=CC=CC1=2)=O. (7) Given the product [CH2:22]([O:29][C:30]1[C:37]([O:38][CH3:39])=[CH:36][C:33]([CH:34]=[CH:9][C:10]([O:12][CH2:13][CH3:14])=[O:11])=[CH:32][C:31]=1[F:40])[C:23]1[CH:24]=[CH:25][CH:26]=[CH:27][CH:28]=1, predict the reactants needed to synthesize it. The reactants are: C(OP([CH2:9][C:10]([O:12][CH2:13][CH3:14])=[O:11])(OCC)=O)C.O1CCCC1.[H-].[Na+].[CH2:22]([O:29][C:30]1[C:37]([O:38][CH3:39])=[CH:36][C:33]([CH:34]=O)=[CH:32][C:31]=1[F:40])[C:23]1[CH:28]=[CH:27][CH:26]=[CH:25][CH:24]=1. (8) Given the product [CH2:10]([O:12][C:13](=[O:18])[C:14]([O:9][C:6]1[CH:7]=[N:8][C:3]([NH2:2])=[CH:4][CH:5]=1)([CH3:16])[CH3:15])[CH3:11], predict the reactants needed to synthesize it. The reactants are: Br.[NH2:2][C:3]1[N:8]=[CH:7][C:6]([OH:9])=[CH:5][CH:4]=1.[CH2:10]([O:12][C:13](=[O:18])[C:14](Br)([CH3:16])[CH3:15])[CH3:11].C(=O)([O-])[O-].[Cs+].[Cs+].O. (9) Given the product [CH3:12][C:10]1[C:9]2[C:8](=[O:13])[NH:7][C@@H:6]3[CH2:14][N:15]([C:17]([O:19][C:20]([CH3:23])([CH3:22])[CH3:21])=[O:18])[CH2:16][C@H:5]3[C:4]=2[CH:3]=[C:2]([O:1][S:26]([C:25]([F:38])([F:37])[F:24])(=[O:28])=[O:27])[CH:11]=1, predict the reactants needed to synthesize it. The reactants are: [OH:1][C:2]1[CH:11]=[C:10]([CH3:12])[C:9]2[C:8](=[O:13])[NH:7][C@@H:6]3[CH2:14][N:15]([C:17]([O:19][C:20]([CH3:23])([CH3:22])[CH3:21])=[O:18])[CH2:16][C@H:5]3[C:4]=2[CH:3]=1.[F:24][C:25]([F:38])([F:37])[S:26](O[S:26]([C:25]([F:38])([F:37])[F:24])(=[O:28])=[O:27])(=[O:28])=[O:27].